Dataset: Forward reaction prediction with 1.9M reactions from USPTO patents (1976-2016). Task: Predict the product of the given reaction. (1) Given the reactants [CH2:1]([O:3][C:4](=[O:17])/[CH:5]=[CH:6]/[C:7]1[CH:12]=[C:11]([CH:13]2[CH2:15][CH2:14]2)[N:10]=[C:9]([Cl:16])[CH:8]=1)[CH3:2].[Br-].[F:19][C:20]1[CH:31]=[CH:30][CH:29]=[CH:28][C:21]=1[CH2:22][S+]1CCCC1, predict the reaction product. The product is: [CH2:1]([O:3][C:4]([C@@H:5]1[C@H:22]([C:21]2[CH:28]=[CH:29][CH:30]=[CH:31][C:20]=2[F:19])[C@H:6]1[C:7]1[CH:12]=[C:11]([CH:13]2[CH2:14][CH2:15]2)[N:10]=[C:9]([Cl:16])[CH:8]=1)=[O:17])[CH3:2]. (2) Given the reactants [CH2:1]([N:3]1[C:7]2=[N:8][C:9]([C:24]3[CH:29]=[CH:28][CH:27]=[CH:26][CH:25]=3)=[C:10]([C:19]([O:21]CC)=[O:20])[C:11]([C:12]3[CH:13]=[N:14][CH:15]=[C:16]([CH3:18])[CH:17]=3)=[C:6]2[CH:5]=[N:4]1)[CH3:2].[OH-].[K+], predict the reaction product. The product is: [CH2:1]([N:3]1[C:7]2=[N:8][C:9]([C:24]3[CH:29]=[CH:28][CH:27]=[CH:26][CH:25]=3)=[C:10]([C:19]([OH:21])=[O:20])[C:11]([C:12]3[CH:13]=[N:14][CH:15]=[C:16]([CH3:18])[CH:17]=3)=[C:6]2[CH:5]=[N:4]1)[CH3:2]. (3) Given the reactants [Si:1]([O:8][C:9]([C:24]([F:27])([F:26])[F:25])([C:20]([F:23])([F:22])[F:21])[C:10]([O:12][Si](C(C)(C)C)(C)C)=O)([C:4]([CH3:7])([CH3:6])[CH3:5])([CH3:3])[CH3:2].C(Cl)(=O)C(Cl)=O.[F:34][C:35]1[CH:41]=[C:40]([S:42][C:43]2[CH:48]=[CH:47][C:46]([S:49][CH3:50])=[CH:45][CH:44]=2)[CH:39]=[CH:38][C:36]=1[NH2:37], predict the reaction product. The product is: [F:34][C:35]1[CH:41]=[C:40]([S:42][C:43]2[CH:48]=[CH:47][C:46]([S:49][CH3:50])=[CH:45][CH:44]=2)[CH:39]=[CH:38][C:36]=1[NH:37][C:10](=[O:12])[C:9]([O:8][Si:1]([C:4]([CH3:7])([CH3:6])[CH3:5])([CH3:3])[CH3:2])([C:20]([F:23])([F:22])[F:21])[C:24]([F:26])([F:25])[F:27]. (4) Given the reactants C[O:2][C:3](=O)[C:4]1[CH:9]=[C:8]([F:10])[C:7]([NH2:11])=[C:6]([CH2:12][CH2:13][CH2:14][CH3:15])[CH:5]=1.[H-].[H-].[H-].[H-].[Li+].[Al+3].Cl, predict the reaction product. The product is: [NH2:11][C:7]1[C:8]([F:10])=[CH:9][C:4]([CH2:3][OH:2])=[CH:5][C:6]=1[CH2:12][CH2:13][CH2:14][CH3:15]. (5) Given the reactants [OH:1][C:2]([C:14]1[CH:27]=[CH:26][C:17]([NH:18]C(=O)OC(C)(C)C)=[C:16]([CH3:28])[CH:15]=1)([C:4]1[CH:9]=[CH:8][C:7]([C:10]([F:13])([F:12])[F:11])=[CH:6][N:5]=1)[CH3:3].FC(F)(F)C(O)=O, predict the reaction product. The product is: [NH2:18][C:17]1[CH:26]=[CH:27][C:14]([C:2]([C:4]2[CH:9]=[CH:8][C:7]([C:10]([F:13])([F:11])[F:12])=[CH:6][N:5]=2)([OH:1])[CH3:3])=[CH:15][C:16]=1[CH3:28]. (6) Given the reactants [CH3:1][C:2]1[CH:7]=[CH:6][CH:5]=[CH:4][C:3]=1[C:8]1[C:19](=[O:20])[NH:18][C:11]2[N:12]=[C:13]([S:16][CH3:17])[N:14]=[CH:15][C:10]=2[CH:9]=1.[C:21]1(P([C:22]2[CH:21]=CC=[CH:24][CH:23]=2)[C:22]2[CH:21]=CC=[CH:24][CH:23]=2)C=C[CH:24]=[CH:23][CH:22]=1.[OH2:40], predict the reaction product. The product is: [CH3:1][C:2]1[CH:7]=[CH:6][CH:5]=[CH:4][C:3]=1[C:8]1[C:19](=[O:20])[N:18]([C@H:22]2[CH2:23][CH2:24][O:40][CH2:21]2)[C:11]2[N:12]=[C:13]([S:16][CH3:17])[N:14]=[CH:15][C:10]=2[CH:9]=1. (7) Given the reactants [C@H:1]1([OH:8])[CH2:6][CH2:5][CH2:4][C@@H:3]([OH:7])[CH2:2]1.CC(C)([O-])C.[K+].Br[CH2:16][C:17]1[CH:26]=[CH:25][CH:24]=[C:23]([CH3:27])[C:18]=1[C:19]([O:21][CH3:22])=[O:20].BrCC1C=CC=C(C)C=1C(Br)=O.CC1C=CC=C(C)C=1C(OC)=O, predict the reaction product. The product is: [OH:7][C@@H:3]1[CH2:4][CH2:5][CH2:6][C@H:1]([O:8][CH2:16][C:17]2[CH:26]=[CH:25][CH:24]=[C:23]([CH3:27])[C:18]=2[C:19]([O:21][CH3:22])=[O:20])[CH2:2]1.